From a dataset of Full USPTO retrosynthesis dataset with 1.9M reactions from patents (1976-2016). Predict the reactants needed to synthesize the given product. (1) Given the product [Cl:23][C:15]1[CH:16]=[C:17]([Cl:22])[CH:18]=[C:19]([O:20][CH3:21])[C:14]=1[C:4]1[C:5]2[CH:13]=[CH:12][CH:11]=[CH:10][C:6]=2[NH:7][C:8](=[O:9])[CH:2]([NH:1][C:30](=[O:31])[C:29]2[CH:33]=[C:25]([F:24])[CH:26]=[CH:27][C:28]=2[O:34][CH2:35][CH2:36][O:37][CH3:38])[N:3]=1, predict the reactants needed to synthesize it. The reactants are: [NH2:1][CH:2]1[C:8](=[O:9])[NH:7][C:6]2[CH:10]=[CH:11][CH:12]=[CH:13][C:5]=2[C:4]([C:14]2[C:19]([O:20][CH3:21])=[CH:18][C:17]([Cl:22])=[CH:16][C:15]=2[Cl:23])=[N:3]1.[F:24][C:25]1[CH:26]=[CH:27][C:28]([O:34][CH2:35][CH2:36][O:37][CH3:38])=[C:29]([CH:33]=1)[C:30](O)=[O:31]. (2) Given the product [CH2:1]([O:8][C:9]([NH:11][CH:12]1[N:16]=[C:31]([CH3:32])[C:34]2[CH:40]=[CH:39][CH:38]=[C:37]([CH3:41])[C:35]=2[NH:36][C:13]1=[O:14])=[O:10])[C:2]1[CH:3]=[CH:4][CH:5]=[CH:6][CH:7]=1, predict the reactants needed to synthesize it. The reactants are: [CH2:1]([O:8][C:9]([NH:11][CH:12]([N:16]1C2C=CC=CC=2N=N1)[C:13](O)=[O:14])=[O:10])[C:2]1[CH:7]=[CH:6][CH:5]=[CH:4][CH:3]=1.C(Cl)(=O)C(Cl)=O.[C:31]([C:34]1[CH:40]=[CH:39][CH:38]=[C:37]([CH3:41])[C:35]=1[NH2:36])(=O)[CH3:32].CN1CCOCC1.N. (3) Given the product [OH:24][C:7]([CH3:22])([CH2:6][CH2:5][C:4]1[C:9](=[O:8])[C:10]([CH3:13])=[C:11]([CH3:12])[C:2](=[O:1])[C:3]=1[CH3:23])[C:14]([NH:16][CH2:17][CH2:18][CH2:19][CH2:20][OH:21])=[O:15], predict the reactants needed to synthesize it. The reactants are: [OH:1][C:2]1[C:3]([CH3:23])=[C:4]2[C:9](=[C:10]([CH3:13])[C:11]=1[CH3:12])[O:8][C:7]([CH3:22])([C:14]([NH:16][CH2:17][CH2:18][CH2:19][CH2:20][OH:21])=[O:15])[CH2:6][CH2:5]2.[O:24]=[N+]([O-])[O-].[O-][N+](=O)[O-].[O-][N+](=O)[O-].[O-][N+](=O)[O-].[O-][N+](=O)[O-].[O-][N+](=O)[O-].[Ce+4].[NH4+].[NH4+]. (4) Given the product [OH:6][C:7]1[CH:8]=[CH:9][C:10]([P:13](=[O:26])([C:14]2[CH:15]=[CH:16][CH:17]=[CH:18][CH:19]=2)[C:20]2[CH:25]=[CH:24][CH:23]=[CH:22][CH:21]=2)=[CH:11][CH:12]=1, predict the reactants needed to synthesize it. The reactants are: B(Br)(Br)Br.C[O:6][C:7]1[CH:12]=[CH:11][C:10]([P:13](=[O:26])([C:20]2[CH:25]=[CH:24][CH:23]=[CH:22][CH:21]=2)[C:14]2[CH:19]=[CH:18][CH:17]=[CH:16][CH:15]=2)=[CH:9][CH:8]=1. (5) Given the product [CH2:2]([O:3][C:4]1[N:12]([CH2:13][C:14]2[CH:15]=[CH:16][C:17]([C:20]3[CH:21]=[CH:22][CH:23]=[CH:24][C:25]=3[C:26]3[N:27]([C:79]([C:80]4[CH:85]=[CH:84][CH:83]=[CH:82][CH:81]=4)([C:92]4[CH:93]=[CH:94][CH:95]=[CH:96][CH:97]=4)[C:86]4[CH:87]=[CH:88][CH:89]=[CH:90][CH:91]=4)[N:28]=[N:29][N:30]=3)=[CH:18][CH:19]=2)[C:11]2[C:10]([C:31]([OH:33])=[O:32])=[CH:9][CH:8]=[CH:7][C:6]=2[N:5]=1)[CH3:1], predict the reactants needed to synthesize it. The reactants are: [CH3:1][CH2:2][O:3][C:4]1[N:12]([CH2:13][C:14]2[CH:15]=[CH:16][C:17]([C:20]3[CH:21]=[CH:22][CH:23]=[CH:24][C:25]=3[C:26]3[N:30]=[N:29][NH:28][N:27]=3)=[CH:18][CH:19]=2)[C:11]2[C:10]([C:31]([O:33]C(OC(OC3CCCCC3)=O)C)=[O:32])=[CH:9][CH:8]=[CH:7][C:6]=2[N:5]=1.C(OC1NC2C(CC3C=CC(C4C=CC=CC=4C4NN=NN=4)=CC=3)=CC=C(C(O)=O)C=2N=1)C.[C:79](Cl)([C:92]1[CH:97]=[CH:96][CH:95]=[CH:94][CH:93]=1)([C:86]1[CH:91]=[CH:90][CH:89]=[CH:88][CH:87]=1)[C:80]1[CH:85]=[CH:84][CH:83]=[CH:82][CH:81]=1. (6) The reactants are: [F:1][C:2]1[CH:7]=[C:6]([O:8][CH2:9][C:10]2[CH:11]=[C:12]([C:16]3[C:21]([CH3:22])=[CH:20][C:19]([OH:23])=[CH:18][C:17]=3[CH3:24])[CH:13]=[CH:14][CH:15]=2)[CH:5]=[CH:4][C:3]=1[CH2:25][CH2:26][C:27]([O:29][CH2:30][CH3:31])=[O:28].[S:32]1[CH2:37][CH2:36][CH:35](O)[CH2:34][CH2:33]1.C1(P(C2C=CC=CC=2)C2C=CC=CC=2)C=CC=CC=1.N(C(OCC)=O)=NC(OCC)=O. Given the product [CH3:22][C:21]1[CH:20]=[C:19]([O:23][CH:35]2[CH2:36][CH2:37][S:32][CH2:33][CH2:34]2)[CH:18]=[C:17]([CH3:24])[C:16]=1[C:12]1[CH:13]=[CH:14][CH:15]=[C:10]([CH2:9][O:8][C:6]2[CH:5]=[CH:4][C:3]([CH2:25][CH2:26][C:27]([O:29][CH2:30][CH3:31])=[O:28])=[C:2]([F:1])[CH:7]=2)[CH:11]=1, predict the reactants needed to synthesize it. (7) Given the product [CH2:3]([C:5]1[C:9]([C:10](=[N:1][OH:2])[NH2:11])=[C:8]([C:12]2[O:13][CH:14]=[CH:15][C:16]=2[CH3:17])[N:7]([C:18]2[CH:19]=[CH:20][C:21]([OH:24])=[CH:22][CH:23]=2)[N:6]=1)[CH3:4], predict the reactants needed to synthesize it. The reactants are: [NH2:1][OH:2].[CH2:3]([C:5]1[C:9]([C:10]#[N:11])=[C:8]([C:12]2[O:13][CH:14]=[CH:15][C:16]=2[CH3:17])[N:7]([C:18]2[CH:23]=[CH:22][C:21]([OH:24])=[CH:20][CH:19]=2)[N:6]=1)[CH3:4]. (8) Given the product [CH3:1][N:2]1[C:6]2[C:7]([C:49]([O:25][CH3:20])=[O:50])=[CH:8][CH:9]=[C:10]([C:11]3[CH2:34][C:33]([C:31]4[CH:32]=[C:27]([Cl:26])[CH:28]=[C:29]([Cl:39])[CH:30]=4)([C:35]([F:36])([F:37])[F:38])[O:13][N:12]=3)[C:5]=2[N:4]=[N:3]1, predict the reactants needed to synthesize it. The reactants are: [CH3:1][N:2]1[C:6]2[CH:7]=[C:8](C(OC)=O)[CH:9]=[C:10]([CH:11]=[N:12][OH:13])[C:5]=2[N:4]=[N:3]1.ClN1C(=O)CC[C:20]1=[O:25].[Cl:26][C:27]1[CH:32]=[C:31]([C:33]([C:35]([F:38])([F:37])[F:36])=[CH2:34])[CH:30]=[C:29]([Cl:39])[CH:28]=1.C(N(CC)CC)C.CN(C)[CH:49]=[O:50]. (9) Given the product [CH3:13][S:14]([O:6][CH:1]1[CH2:5][CH:4]=[CH:3][CH2:2]1)(=[O:16])=[O:15], predict the reactants needed to synthesize it. The reactants are: [CH:1]1([OH:6])[CH2:5][CH:4]=[CH:3][CH2:2]1.N1C=CC=CC=1.[CH3:13][S:14](Cl)(=[O:16])=[O:15]. (10) Given the product [C:12]([C:10]1[N:11]=[C:7]([NH:6][C:4](=[O:5])[C:3]2[C:2]([F:1])=[CH:27][CH:26]=[CH:25][C:24]=2[F:28])[S:8][C:9]=1[C:14]1[CH:19]=[CH:18][CH:17]=[C:16]([C:20]([F:23])([F:22])[F:21])[CH:15]=1)#[CH:31], predict the reactants needed to synthesize it. The reactants are: [F:1][C:2]1[CH:27]=[CH:26][CH:25]=[C:24]([F:28])[C:3]=1[C:4]([NH:6][C:7]1[S:8][C:9]([C:14]2[CH:19]=[CH:18][CH:17]=[C:16]([C:20]([F:23])([F:22])[F:21])[CH:15]=2)=[C:10]([CH:12]=O)[N:11]=1)=[O:5].[N+](=[C:31](P(=O)(OC)OC)C(=O)C)=[N-].C([O-])([O-])=O.[K+].[K+].